From a dataset of Peptide-MHC class I binding affinity with 185,985 pairs from IEDB/IMGT. Regression. Given a peptide amino acid sequence and an MHC pseudo amino acid sequence, predict their binding affinity value. This is MHC class I binding data. (1) The peptide sequence is KTTYWWDGL. The MHC is HLA-B58:01 with pseudo-sequence HLA-B58:01. The binding affinity (normalized) is 0.213. (2) The peptide sequence is GINNVQSLI. The MHC is HLA-A02:06 with pseudo-sequence HLA-A02:06. The binding affinity (normalized) is 0.311. (3) The peptide sequence is AFRHMAREL. The MHC is HLA-B57:01 with pseudo-sequence HLA-B57:01. The binding affinity (normalized) is 0.0429. (4) The binding affinity (normalized) is 0.0847. The peptide sequence is TTEANAGQF. The MHC is HLA-A80:01 with pseudo-sequence HLA-A80:01. (5) The peptide sequence is NTFRHRVVV. The MHC is HLA-B08:01 with pseudo-sequence HLA-B08:01. The binding affinity (normalized) is 0.308. (6) The peptide sequence is YTVKYMNL. The MHC is H-2-Kb with pseudo-sequence H-2-Kb. The binding affinity (normalized) is 0.729. (7) The peptide sequence is AQIGVIGVF. The MHC is HLA-B15:17 with pseudo-sequence HLA-B15:17. The binding affinity (normalized) is 0.383. (8) The peptide sequence is SYSTPALTL. The MHC is HLA-C07:02 with pseudo-sequence HLA-C07:02. The binding affinity (normalized) is 0.581. (9) The peptide sequence is RLGVRATRK. The MHC is HLA-A31:01 with pseudo-sequence HLA-A31:01. The binding affinity (normalized) is 0.440. (10) The peptide sequence is KLFAAETLK. The MHC is HLA-B08:01 with pseudo-sequence HLA-B08:01. The binding affinity (normalized) is 0.0847.